From a dataset of Reaction yield outcomes from USPTO patents with 853,638 reactions. Predict the reaction yield, written as a fraction of the theoretical maximum amount of product (1.0 means a 100% yield; for example, 0.34 means a 34% yield). The reactants are [Br:1][C:2]1[CH:7]=[C:6]([Cl:8])[C:5]([S:9](Cl)(=[O:11])=[O:10])=[C:4]([Cl:13])[CH:3]=1.[NH2:14][C:15]1[CH:16]=[N:17][N:18]([CH3:20])[CH:19]=1. The catalyst is N1C=CC=CC=1. The product is [Br:1][C:2]1[CH:7]=[C:6]([Cl:8])[C:5]([S:9]([NH:14][C:15]2[CH:16]=[N:17][N:18]([CH3:20])[CH:19]=2)(=[O:11])=[O:10])=[C:4]([Cl:13])[CH:3]=1. The yield is 0.840.